This data is from Reaction yield outcomes from USPTO patents with 853,638 reactions. The task is: Predict the reaction yield, written as a fraction of the theoretical maximum amount of product (1.0 means a 100% yield; for example, 0.34 means a 34% yield). (1) The reactants are [C:1]([N:4]1[C:13]2[C:8](=[CH:9][C:10]([C:14]3[CH:24]=[CH:23][C:17]([C:18]([O:20]CC)=[O:19])=[CH:16][CH:15]=3)=[CH:11][CH:12]=2)[C@H:7]([NH2:25])[CH2:6][C@@H:5]1[CH3:26])(=[O:3])[CH3:2].Br[C:28]1[CH:33]=[CH:32][C:31]([CH3:34])=[CH:30][N:29]=1.CC(C)([O-])C.[Na+].C1(P(C2CCCCC2)C2C=CC=CC=2C2C(N(C)C)=CC=CC=2)CCCCC1. The catalyst is C1(C)C=CC=CC=1.C1C=CC(/C=C/C(/C=C/C2C=CC=CC=2)=O)=CC=1.C1C=CC(/C=C/C(/C=C/C2C=CC=CC=2)=O)=CC=1.C1C=CC(/C=C/C(/C=C/C2C=CC=CC=2)=O)=CC=1.[Pd].[Pd]. The product is [C:1]([N:4]1[C:13]2[C:8](=[CH:9][C:10]([C:14]3[CH:24]=[CH:23][C:17]([C:18]([OH:20])=[O:19])=[CH:16][CH:15]=3)=[CH:11][CH:12]=2)[C@H:7]([NH:25][C:28]2[CH:33]=[CH:32][C:31]([CH3:34])=[CH:30][N:29]=2)[CH2:6][C@@H:5]1[CH3:26])(=[O:3])[CH3:2]. The yield is 0.150. (2) The product is [Si:1]([O:8][C@@H:9]([C:25]1[CH:30]=[CH:29][CH:28]=[CH:27][C:26]=1[C:31]1[CH:32]=[CH:33][C:34]([Cl:37])=[CH:35][CH:36]=1)[CH:10]1[CH2:15][CH2:14][N:13]([C:16]2[CH:24]=[CH:23][C:19]([C:20]([NH:71][S:68]([C:65]3[CH:66]=[CH:67][C:62]([NH:61][C@H:52]([CH2:51][CH2:50][N:48]4[CH2:47][CH2:46][O:45][CH:44]([CH2:43][N:40]([CH2:38][CH3:39])[CH2:41][CH3:42])[CH2:49]4)[CH2:53][S:54][C:55]4[CH:56]=[CH:57][CH:58]=[CH:59][CH:60]=4)=[C:63]([S:72]([C:75]([F:77])([F:78])[F:76])(=[O:74])=[O:73])[CH:64]=3)(=[O:69])=[O:70])=[O:22])=[CH:18][CH:17]=2)[CH2:12][CH2:11]1)([C:4]([CH3:5])([CH3:6])[CH3:7])([CH3:2])[CH3:3]. No catalyst specified. The yield is 0.740. The reactants are [Si:1]([O:8][C@@H:9]([C:25]1[CH:30]=[CH:29][CH:28]=[CH:27][C:26]=1[C:31]1[CH:36]=[CH:35][C:34]([Cl:37])=[CH:33][CH:32]=1)[CH:10]1[CH2:15][CH2:14][N:13]([C:16]2[CH:24]=[CH:23][C:19]([C:20]([OH:22])=O)=[CH:18][CH:17]=2)[CH2:12][CH2:11]1)([C:4]([CH3:7])([CH3:6])[CH3:5])([CH3:3])[CH3:2].[CH2:38]([N:40]([CH2:43][CH:44]1[CH2:49][N:48]([CH2:50][CH2:51][C@@H:52]([NH:61][C:62]2[CH:67]=[CH:66][C:65]([S:68]([NH2:71])(=[O:70])=[O:69])=[CH:64][C:63]=2[S:72]([C:75]([F:78])([F:77])[F:76])(=[O:74])=[O:73])[CH2:53][S:54][C:55]2[CH:60]=[CH:59][CH:58]=[CH:57][CH:56]=2)[CH2:47][CH2:46][O:45]1)[CH2:41][CH3:42])[CH3:39]. (3) The reactants are [Cl:1][C:2]1[C:7]2[CH:8]=[N:9][NH:10][C:6]=2[CH:5]=[CH:4][N:3]=1.[OH-].[K+].[I:13]I. The catalyst is O1CCOCC1. The product is [Cl:1][C:2]1[C:7]2[C:8]([I:13])=[N:9][NH:10][C:6]=2[CH:5]=[CH:4][N:3]=1. The yield is 0.920. (4) The reactants are N(C(OC(C)(C)C)=O)=NC(OC(C)(C)C)=O.[CH2:17]([O:19][C:20]([C:22]1[NH:23][N:24]=[C:25]([CH2:27][O:28][C:29]2[CH:34]=[CH:33][CH:32]=[CH:31][CH:30]=2)[CH:26]=1)=[O:21])[CH3:18].[CH3:35][C:36]1([CH3:50])[O:40][CH2:39][C@@H:38]([CH2:41]O)[N:37]1[C:43]([O:45][C:46]([CH3:49])([CH3:48])[CH3:47])=[O:44].C1(P(C2C=CC=CC=2)C2C=CC=CC=2)C=CC=CC=1. The catalyst is C1COCC1. The product is [C:46]([O:45][C:43]([N:37]1[C@H:38]([CH2:41][N:23]2[C:22]([C:20]([O:19][CH2:17][CH3:18])=[O:21])=[CH:26][C:25]([CH2:27][O:28][C:29]3[CH:34]=[CH:33][CH:32]=[CH:31][CH:30]=3)=[N:24]2)[CH2:39][O:40][C:36]1([CH3:35])[CH3:50])=[O:44])([CH3:49])([CH3:47])[CH3:48]. The yield is 0.980. (5) The reactants are [CH3:1][C:2]1[O:6][N:5]=[C:4]([CH2:7][NH2:8])[CH:3]=1.[C:9]([N:13]1[C:17](=[O:18])[C:16](Cl)=[C:15]([C:20]2[CH:25]=[CH:24][CH:23]=[CH:22][CH:21]=2)[S:14]1(=[O:27])=[O:26])([CH3:12])([CH3:11])[CH3:10]. No catalyst specified. The product is [C:9]([N:13]1[C:17](=[O:18])[C:16]([NH:8][CH2:7][C:4]2[CH:3]=[C:2]([CH3:1])[O:6][N:5]=2)=[C:15]([C:20]2[CH:25]=[CH:24][CH:23]=[CH:22][CH:21]=2)[S:14]1(=[O:26])=[O:27])([CH3:12])([CH3:10])[CH3:11]. The yield is 0.560. (6) The reactants are [Br:1][C:2]1[CH:6]=[N:5][N:4]([CH3:7])[C:3]=1[C:8]1[CH:9]=[C:10]([NH2:16])[CH:11]=[CH:12][C:13]=1[O:14][CH3:15].[Cl:17][C:18]1[CH:23]=[CH:22][C:21]([N:24]=[C:25]=[O:26])=[CH:20][CH:19]=1. The catalyst is C(Cl)Cl. The product is [Br:1][C:2]1[CH:6]=[N:5][N:4]([CH3:7])[C:3]=1[C:8]1[CH:9]=[C:10]([NH:16][C:25]([NH:24][C:21]2[CH:22]=[CH:23][C:18]([Cl:17])=[CH:19][CH:20]=2)=[O:26])[CH:11]=[CH:12][C:13]=1[O:14][CH3:15]. The yield is 0.840.